This data is from Forward reaction prediction with 1.9M reactions from USPTO patents (1976-2016). The task is: Predict the product of the given reaction. Given the reactants [CH:1]([C:3]1[CH:4]=[C:5]2[C:9](=[CH:10][CH:11]=1)[N:8]([CH2:12][C:13]1[CH:20]=[CH:19][C:16]([C:17]#[N:18])=[CH:15][CH:14]=1)[CH:7]=[CH:6]2)=[O:2].C(=O)([O-])[O-:22].[K+].[K+].CS(C)=O.OO, predict the reaction product. The product is: [CH:1]([C:3]1[CH:4]=[C:5]2[C:9](=[CH:10][CH:11]=1)[N:8]([CH2:12][C:13]1[CH:20]=[CH:19][C:16]([C:17]([NH2:18])=[O:22])=[CH:15][CH:14]=1)[CH:7]=[CH:6]2)=[O:2].